From a dataset of Full USPTO retrosynthesis dataset with 1.9M reactions from patents (1976-2016). Predict the reactants needed to synthesize the given product. (1) Given the product [O:1]1[C:5]2[CH:6]=[CH:7][C:8]([C:10]3[O:14][C:13]([S:15][CH2:20][C:19]4[CH:22]=[CH:23][CH:24]=[C:17]([F:16])[CH:18]=4)=[N:12][N:11]=3)=[CH:9][C:4]=2[CH2:3][CH2:2]1, predict the reactants needed to synthesize it. The reactants are: [O:1]1[C:5]2[CH:6]=[CH:7][C:8]([C:10]3[O:14][C:13]([SH:15])=[N:12][N:11]=3)=[CH:9][C:4]=2[CH2:3][CH2:2]1.[F:16][C:17]1[CH:18]=[C:19]([CH:22]=[CH:23][CH:24]=1)[CH2:20]Cl.[OH-].[Na+]. (2) Given the product [CH2:46]([O:45][C:43](=[O:44])[CH2:42][C:39]1[CH:40]=[CH:41][C:36]([C:21]2[CH:22]=[CH:23][C:18]([C:17]3[O:16][N:15]=[C:14]([CH3:33])[C:13]=3[NH:12][C:11]([O:10][CH:8]([C:3]3[CH:4]=[CH:5][CH:6]=[CH:7][C:2]=3[Cl:1])[CH3:9])=[O:34])=[CH:19][CH:20]=2)=[CH:37][CH:38]=1)[CH3:47], predict the reactants needed to synthesize it. The reactants are: [Cl:1][C:2]1[CH:7]=[CH:6][CH:5]=[CH:4][C:3]=1[CH:8]([O:10][C:11](=[O:34])[NH:12][C:13]1[C:14]([CH3:33])=[N:15][O:16][C:17]=1[C:18]1[CH:23]=[CH:22][C:21](B2OC(C)(C)C(C)(C)O2)=[CH:20][CH:19]=1)[CH3:9].Br[C:36]1[CH:41]=[CH:40][C:39]([CH2:42][C:43]([O:45][CH2:46][CH3:47])=[O:44])=[CH:38][CH:37]=1. (3) Given the product [C:1]([O:5][C:6]([N:8]1[CH2:12][CH2:11][CH2:10][C@@H:9]1[C:13](=[O:15])[N:20]([CH:17]1[CH2:19][CH2:18]1)[CH3:21])=[O:7])([CH3:2])([CH3:3])[CH3:4], predict the reactants needed to synthesize it. The reactants are: [C:1]([O:5][C:6]([N:8]1[CH2:12][CH2:11][CH2:10][C@@H:9]1[C:13]([OH:15])=O)=[O:7])([CH3:4])([CH3:3])[CH3:2].Cl.[CH:17]1([NH:20][CH3:21])[CH2:19][CH2:18]1.C1C=CC2N(O)N=NC=2C=1.CCN=C=NCCCN(C)C. (4) Given the product [Cl:1][C:2]1[C:7]([S:8]([CH3:11])(=[O:10])=[O:9])=[CH:6][C:5]([C:12]2[N:13]([C:33]([N:45]3[CH2:46][CH2:47][C:48]4([CH2:53][CH2:52][NH:51][CH2:50][CH2:49]4)[CH2:43][CH2:44]3)=[O:34])[C@@:14]([C:26]3[CH:31]=[CH:30][C:29]([Cl:32])=[CH:28][CH:27]=3)([CH3:25])[C@@:15]([C:18]3[CH:19]=[CH:20][C:21]([Cl:24])=[CH:22][CH:23]=3)([CH3:17])[N:16]=2)=[C:4]([O:36][CH2:37][CH3:38])[CH:3]=1, predict the reactants needed to synthesize it. The reactants are: [Cl:1][C:2]1[C:7]([S:8]([CH3:11])(=[O:10])=[O:9])=[CH:6][C:5]([C:12]2[N:13]([C:33](Cl)=[O:34])[C@@:14]([C:26]3[CH:31]=[CH:30][C:29]([Cl:32])=[CH:28][CH:27]=3)([CH3:25])[C@@:15]([C:18]3[CH:23]=[CH:22][C:21]([Cl:24])=[CH:20][CH:19]=3)([CH3:17])[N:16]=2)=[C:4]([O:36][CH2:37][CH3:38])[CH:3]=1.C(Cl)(Cl)=O.[CH2:43]1[C:48]2([CH2:53][CH2:52][NH:51][CH2:50][CH2:49]2)[CH2:47][CH2:46][NH:45][CH2:44]1. (5) Given the product [CH2:1]([C:3]1[N:7]([C:8]2[N:9]=[C:10]([N:24]3[CH2:25][CH2:26][O:27][CH2:28][CH2:29]3)[C:11]3[N:16]=[C:15]([CH2:17][CH:18]4[CH2:19][CH2:20][N:21]([C:35](=[O:36])[C:37]([O:40][C:41](=[O:43])[CH3:42])([CH3:39])[CH3:38])[CH2:22][CH2:23]4)[S:14][C:12]=3[N:13]=2)[C:6]2[CH:30]=[CH:31][CH:32]=[CH:33][C:5]=2[N:4]=1)[CH3:2], predict the reactants needed to synthesize it. The reactants are: [CH2:1]([C:3]1[N:7]([C:8]2[N:9]=[C:10]([N:24]3[CH2:29][CH2:28][O:27][CH2:26][CH2:25]3)[C:11]3[N:16]=[C:15]([CH2:17][CH:18]4[CH2:23][CH2:22][NH:21][CH2:20][CH2:19]4)[S:14][C:12]=3[N:13]=2)[C:6]2[CH:30]=[CH:31][CH:32]=[CH:33][C:5]=2[N:4]=1)[CH3:2].Cl[C:35]([C:37]([O:40][C:41](=[O:43])[CH3:42])([CH3:39])[CH3:38])=[O:36].CCN(CC)CC.